This data is from Full USPTO retrosynthesis dataset with 1.9M reactions from patents (1976-2016). The task is: Predict the reactants needed to synthesize the given product. (1) Given the product [Br:1][C:2]1[CH:3]=[C:4]2[C:5](=[CH:6][CH:7]=1)[N:8]1[CH:32]=[N:33][N:17]=[C:14]1[C:15]([N:29]1[CH2:28][CH2:27][N:26]([C:19]([O:21][C:22]([CH3:25])([CH3:24])[CH3:23])=[O:20])[CH2:31][CH2:30]1)=[N:9]2, predict the reactants needed to synthesize it. The reactants are: [Br:1][C:2]1[CH:3]=[C:4]([NH2:9])[C:5]([NH2:8])=[CH:6][CH:7]=1.CC1C=C(N)[C:14]([NH2:17])=[CH:15]C=1.[C:19]([N:26]1[CH2:31][CH2:30][NH:29][CH2:28][CH2:27]1)([O:21][C:22]([CH3:25])([CH3:24])[CH3:23])=[O:20].[CH3:32][N:33]1CCNCC1. (2) Given the product [C:30]([C:27]1[CH:28]=[CH:29][C:24]([O:23][CH2:22][CH2:21][CH2:20][O:15][C:12]2[CH:13]=[CH:14][C:9]([CH2:8][CH:5]([O:41][CH3:39])[C:4]([OH:3])=[O:18])=[C:10]([O:16][CH3:17])[CH:11]=2)=[CH:25][CH:26]=1)(=[O:31])[C:32]1[CH:37]=[CH:36][CH:35]=[CH:34][CH:33]=1, predict the reactants needed to synthesize it. The reactants are: C([O:3][C:4](=[O:18])[CH:5]([CH2:8][C:9]1[CH:14]=[CH:13][C:12]([OH:15])=[CH:11][C:10]=1[O:16][CH3:17])CC)C.O[CH2:20][CH2:21][CH2:22][O:23][C:24]1[CH:29]=[CH:28][C:27]([C:30]([C:32]2[CH:37]=[CH:36][CH:35]=[CH:34][CH:33]=2)=[O:31])=[CH:26][CH:25]=1.C[CH:39]([O:41]C(/N=N/C(OC(C)C)=O)=O)C.C1(C)C=CC=CC=1.[OH-].[Na+].